This data is from Forward reaction prediction with 1.9M reactions from USPTO patents (1976-2016). The task is: Predict the product of the given reaction. (1) Given the reactants [OH:1][CH2:2][C:3]1[C:8]2[CH:9]([OH:15])[CH2:10][CH2:11][CH2:12][CH2:13][CH2:14][C:7]=2[CH:6]=[CH:5][CH:4]=1.C(N(CC)CC)C.[C:23]([Si:27]([CH3:30])([CH3:29])Cl)([CH3:26])([CH3:25])[CH3:24].O, predict the reaction product. The product is: [Si:27]([O:1][CH2:2][C:3]1[C:8]2[CH:9]([OH:15])[CH2:10][CH2:11][CH2:12][CH2:13][CH2:14][C:7]=2[CH:6]=[CH:5][CH:4]=1)([C:23]([CH3:26])([CH3:25])[CH3:24])([CH3:30])[CH3:29]. (2) Given the reactants ClC(Cl)(Cl)C([N:5]1[CH2:10][CH2:9][N:8]([C:11]2[CH:16]=[C:15]([S:17]([N:20]3[C:28]4[C:23](=[CH:24][CH:25]=[C:26]([F:29])[CH:27]=4)[CH:22]=[CH:21]3)(=[O:19])=[O:18])[CH:14]=[CH:13][C:12]=2[O:30][CH2:31][C:32]([F:37])([F:36])[CH:33]([F:35])[F:34])[CH2:7][CH2:6]1)=O.[OH-].[K+], predict the reaction product. The product is: [F:29][C:26]1[CH:27]=[C:28]2[C:23]([CH:22]=[CH:21][N:20]2[S:17]([C:15]2[CH:14]=[CH:13][C:12]([O:30][CH2:31][C:32]([F:36])([F:37])[CH:33]([F:34])[F:35])=[C:11]([N:8]3[CH2:7][CH2:6][NH:5][CH2:10][CH2:9]3)[CH:16]=2)(=[O:18])=[O:19])=[CH:24][CH:25]=1. (3) Given the reactants [CH2:1]([O:8][C@@H:9]1[C@@H:17]([CH:18]=[O:19])[O:16][C@H:15]2[C@H:11]([N:12]=[C:13]([N:20]([CH3:28])[C:21](=[O:27])[O:22][C:23]([CH3:26])([CH3:25])[CH3:24])[S:14]2)[CH2:10]1)[C:2]1[CH:7]=[CH:6][CH:5]=[CH:4][CH:3]=1.[CH3:29][Mg+].[Br-], predict the reaction product. The product is: [CH2:1]([O:8][C@@H:9]1[C@@H:17]([CH:18]([OH:19])[CH3:29])[O:16][C@H:15]2[C@H:11]([N:12]=[C:13]([N:20]([CH3:28])[C:21](=[O:27])[O:22][C:23]([CH3:24])([CH3:25])[CH3:26])[S:14]2)[CH2:10]1)[C:2]1[CH:3]=[CH:4][CH:5]=[CH:6][CH:7]=1. (4) Given the reactants [Br:1][C:2]1[CH:7]=[CH:6][C:5]([N:8]2[C:12](Cl)=[N:11][C:10]([C:14]3[C:19]([F:20])=[CH:18][CH:17]=[CH:16][C:15]=3[Cl:21])=[N:9]2)=[CH:4][CH:3]=1.[CH3:22][O:23][CH2:24][CH2:25][CH2:26][NH2:27].CCN(C(C)C)C(C)C, predict the reaction product. The product is: [Br:1][C:2]1[CH:7]=[CH:6][C:5]([N:8]2[C:12]([NH:27][CH2:26][CH2:25][CH2:24][O:23][CH3:22])=[N:11][C:10]([C:14]3[C:19]([F:20])=[CH:18][CH:17]=[CH:16][C:15]=3[Cl:21])=[N:9]2)=[CH:4][CH:3]=1. (5) Given the reactants [Cl-:1].[Cl-:2].[Ca+2:3].[Cl-:4].[Cl-].[Ca+2].[Al+3:7].[Cl-].[Cl-].[Cl-].[Al+3].[Al+3].[Cl-].[Cl-].[Cl-].[OH2:16], predict the reaction product. The product is: [Cl-:1].[Cl-:1].[Ca+2:3].[Al:7]([Cl:4])([Cl:2])[Cl:1].[OH2:16].[OH2:16].[OH2:16].[OH2:16].[OH2:16].[OH2:16].